Dataset: Forward reaction prediction with 1.9M reactions from USPTO patents (1976-2016). Task: Predict the product of the given reaction. (1) Given the reactants [F:1][C:2]1[CH:3]=[CH:4][C:5]([CH2:8][O:9][C:10]2[CH:15]=[CH:14][N:13]([C:16]3[CH:17]=[CH:18][C:19]4[S:35][C:22]5[CH2:23][N:24](C(OC(C)(C)C)=O)[CH2:25][CH2:26][CH2:27][C:21]=5[C:20]=4[CH:36]=3)[C:12](=[O:37])[CH:11]=2)=[N:6][CH:7]=1.[ClH:38], predict the reaction product. The product is: [ClH:38].[F:1][C:2]1[CH:3]=[CH:4][C:5]([CH2:8][O:9][C:10]2[CH:15]=[CH:14][N:13]([C:16]3[CH:17]=[CH:18][C:19]4[S:35][C:22]5[CH2:23][NH:24][CH2:25][CH2:26][CH2:27][C:21]=5[C:20]=4[CH:36]=3)[C:12](=[O:37])[CH:11]=2)=[N:6][CH:7]=1. (2) Given the reactants CO[CH2:3][NH:4][CH2:5][CH2:6][C@@H:7]([C:9]1[S:10][CH:11]=[CH:12][CH:13]=1)[OH:8].[H-].[Na+].F[C:17]1[C:26]2[C:21](=[CH:22][CH:23]=[CH:24][CH:25]=2)[CH:20]=[CH:19][CH:18]=1.CN(C)[CH:29]=[O:30], predict the reaction product. The product is: [CH3:3][N:4]([CH2:5][CH2:6][CH:7]([O:8][C:17]1[C:26]2[C:21](=[CH:22][CH:23]=[CH:24][CH:25]=2)[CH:20]=[CH:19][CH:18]=1)[C:9]1[S:10][CH:11]=[CH:12][CH:13]=1)[O:30][CH3:29]. (3) Given the reactants [CH3:1][C:2]1[NH:3][C:4]2[C:9]([CH:10]=1)=[CH:8][CH:7]=[CH:6][CH:5]=2.[H-].[Na+].Cl[C:14]1[N:15]=[C:16]([N:33]2[CH2:38][CH2:37][O:36][CH2:35][CH2:34]2)[C:17]2[S:22][C:21]([CH2:23][N:24]3[CH2:29][CH2:28][CH:27]([N:30]([CH3:32])[CH3:31])[CH2:26][CH2:25]3)=[CH:20][C:18]=2[N:19]=1, predict the reaction product. The product is: [CH3:31][N:30]([CH3:32])[CH:27]1[CH2:28][CH2:29][N:24]([CH2:23][C:21]2[S:22][C:17]3[C:16]([N:33]4[CH2:38][CH2:37][O:36][CH2:35][CH2:34]4)=[N:15][C:14]([N:3]4[C:4]5[C:9](=[CH:8][CH:7]=[CH:6][CH:5]=5)[CH:10]=[C:2]4[CH3:1])=[N:19][C:18]=3[CH:20]=2)[CH2:25][CH2:26]1. (4) Given the reactants C[O:2][C:3]([C:5]1[CH:10]=[CH:9][C:8]([NH:11][C:12]2[C:17]([Cl:18])=[CH:16][C:15]([C:19]3[N:23]([CH2:24][CH2:25][CH3:26])[C:22]4[C:27]([Cl:31])=[CH:28][CH:29]=[CH:30][C:21]=4[N:20]=3)=[CH:14][N:13]=2)=[CH:7][N:6]=1)=O.[H-].[H-].[H-].[H-].[Li+].[Al+3].O.[OH-].[Na+], predict the reaction product. The product is: [Cl:18][C:17]1[C:12]([NH:11][C:8]2[CH:9]=[CH:10][C:5]([CH2:3][OH:2])=[N:6][CH:7]=2)=[N:13][CH:14]=[C:15]([C:19]2[N:23]([CH2:24][CH2:25][CH3:26])[C:22]3[C:27]([Cl:31])=[CH:28][CH:29]=[CH:30][C:21]=3[N:20]=2)[CH:16]=1. (5) Given the reactants [Cl:1][C:2]1[CH:3]=[C:4]([NH2:19])[CH:5]=[N:6][C:7]=1[O:8][C:9]1[CH:10]=[N:11][C:12]2[C:17]([CH:18]=1)=[CH:16][CH:15]=[CH:14][CH:13]=2.[Cl:20][C:21]1[CH:26]=[CH:25][C:24]([S:27](Cl)(=[O:29])=[O:28])=[CH:23][CH:22]=1, predict the reaction product. The product is: [Cl:20][C:21]1[CH:26]=[CH:25][C:24]([S:27]([NH:19][C:4]2[CH:5]=[N:6][C:7]([O:8][C:9]3[CH:10]=[N:11][C:12]4[C:17]([CH:18]=3)=[CH:16][CH:15]=[CH:14][CH:13]=4)=[C:2]([Cl:1])[CH:3]=2)(=[O:29])=[O:28])=[CH:23][CH:22]=1. (6) The product is: [Br:1][C:2]1[CH:3]=[C:4]2[C:9]([NH:18][CH:16]([CH3:17])[CH3:15])=[C:8]([C:11]([NH2:13])=[O:12])[CH:7]=[N:6][N:5]2[CH:14]=1. Given the reactants [Br:1][C:2]1[CH:3]=[C:4]2[C:9](Cl)=[C:8]([C:11]([NH2:13])=[O:12])[CH:7]=[N:6][N:5]2[CH:14]=1.[CH3:15][CH:16]([NH2:18])[CH3:17], predict the reaction product. (7) Given the reactants [CH3:1][C:2]1[O:3][C:4]([C:8]([OH:10])=O)=[C:5]([CH3:7])[N:6]=1.O1CCCC1.S(Cl)(Cl)=O.[NH2:20][C:21]1[CH:22]=[C:23]([CH:40]=[CH:41][C:42]=1[Cl:43])[O:24][C:25]1[CH:26]=[CH:27][C:28]2[N:29]([N:31]=[C:32]([NH:34][C:35]([CH:37]3[CH2:39][CH2:38]3)=[O:36])[N:33]=2)[CH:30]=1, predict the reaction product. The product is: [Cl:43][C:42]1[CH:41]=[CH:40][C:23]([O:24][C:25]2[CH:26]=[CH:27][C:28]3[N:29]([N:31]=[C:32]([NH:34][C:35]([CH:37]4[CH2:39][CH2:38]4)=[O:36])[N:33]=3)[CH:30]=2)=[CH:22][C:21]=1[NH:20][C:8]([C:4]1[O:3][C:2]([CH3:1])=[N:6][C:5]=1[CH3:7])=[O:10]. (8) Given the reactants Br[C:2]1[C:3]([C:11]2[CH:16]=[CH:15][CH:14]=[C:13]([CH3:17])[N:12]=2)=[N:4][N:5]2[CH:10]=[CH:9][CH:8]=[CH:7][C:6]=12.C([Li])(C)(C)C.[B:23](OC(C)C)([O:28]C(C)C)[O:24]C(C)C, predict the reaction product. The product is: [CH3:17][C:13]1[N:12]=[C:11]([C:3]2[C:2]([B:23]([OH:28])[OH:24])=[C:6]3[CH:7]=[CH:8][CH:9]=[CH:10][N:5]3[N:4]=2)[CH:16]=[CH:15][CH:14]=1. (9) Given the reactants [Cl:1][C:2]1[C:6]([C:7]#[N:8])=[C:5]([CH3:9])[NH:4][C:3]=1[C:10]([OH:12])=O.[NH2:13][C@@H:14]1[CH2:19][CH2:18][N:17]([C:20]([O:22][CH2:23][CH3:24])=[O:21])[CH2:16][C@@H:15]1[O:25][CH3:26].OC1C2N=NNC=2C=CC=1.CN1CCOCC1.Cl.CN(C)CCCN=C=NCC, predict the reaction product. The product is: [Cl:1][C:2]1[C:6]([C:7]#[N:8])=[C:5]([CH3:9])[NH:4][C:3]=1[C:10]([NH:13][C@@H:14]1[CH2:19][CH2:18][N:17]([C:20]([O:22][CH2:23][CH3:24])=[O:21])[CH2:16][C@@H:15]1[O:25][CH3:26])=[O:12]. (10) Given the reactants [NH2:1][C:2]1[CH:7]=[CH:6][CH:5]=[CH:4][CH:3]=1.C(N(CC)CC)C.[Cl:15][CH2:16][C:17](Cl)=[O:18].OS([O-])(=O)=O.[K+], predict the reaction product. The product is: [Cl:15][CH2:16][C:17]([NH:1][C:2]1[CH:7]=[CH:6][CH:5]=[CH:4][CH:3]=1)=[O:18].